Regression. Given two drug SMILES strings and cell line genomic features, predict the synergy score measuring deviation from expected non-interaction effect. From a dataset of NCI-60 drug combinations with 297,098 pairs across 59 cell lines. (1) Drug 1: C1CN(CCN1C(=O)CCBr)C(=O)CCBr. Drug 2: CC1C(C(CC(O1)OC2CC(CC3=C2C(=C4C(=C3O)C(=O)C5=C(C4=O)C(=CC=C5)OC)O)(C(=O)CO)O)N)O.Cl. Cell line: NCIH23. Synergy scores: CSS=43.4, Synergy_ZIP=-3.98, Synergy_Bliss=-2.77, Synergy_Loewe=-4.64, Synergy_HSA=0.694. (2) Drug 1: CCC1(CC2CC(C3=C(CCN(C2)C1)C4=CC=CC=C4N3)(C5=C(C=C6C(=C5)C78CCN9C7C(C=CC9)(C(C(C8N6C=O)(C(=O)OC)O)OC(=O)C)CC)OC)C(=O)OC)O.OS(=O)(=O)O. Drug 2: C#CCC(CC1=CN=C2C(=N1)C(=NC(=N2)N)N)C3=CC=C(C=C3)C(=O)NC(CCC(=O)O)C(=O)O. Cell line: SK-MEL-5. Synergy scores: CSS=51.4, Synergy_ZIP=-5.69, Synergy_Bliss=-9.15, Synergy_Loewe=-6.30, Synergy_HSA=-4.25. (3) Drug 1: CC1=C2C(C(=O)C3(C(CC4C(C3C(C(C2(C)C)(CC1OC(=O)C(C(C5=CC=CC=C5)NC(=O)OC(C)(C)C)O)O)OC(=O)C6=CC=CC=C6)(CO4)OC(=O)C)OC)C)OC. Drug 2: C1CC(C1)(C(=O)O)C(=O)O.[NH2-].[NH2-].[Pt+2]. Cell line: NCIH23. Synergy scores: CSS=59.0, Synergy_ZIP=-5.52, Synergy_Bliss=-6.22, Synergy_Loewe=-3.77, Synergy_HSA=-1.04. (4) Drug 1: C1CCC(CC1)NC(=O)N(CCCl)N=O. Drug 2: CCCCC(=O)OCC(=O)C1(CC(C2=C(C1)C(=C3C(=C2O)C(=O)C4=C(C3=O)C=CC=C4OC)O)OC5CC(C(C(O5)C)O)NC(=O)C(F)(F)F)O. Cell line: OVCAR-8. Synergy scores: CSS=9.02, Synergy_ZIP=-5.07, Synergy_Bliss=-3.92, Synergy_Loewe=-5.88, Synergy_HSA=-5.62. (5) Drug 2: CC(C)(C#N)C1=CC(=CC(=C1)CN2C=NC=N2)C(C)(C)C#N. Drug 1: C1=C(C(=O)NC(=O)N1)N(CCCl)CCCl. Synergy scores: CSS=14.3, Synergy_ZIP=0.787, Synergy_Bliss=0.246, Synergy_Loewe=0.0814, Synergy_HSA=-0.634. Cell line: DU-145.